From a dataset of Forward reaction prediction with 1.9M reactions from USPTO patents (1976-2016). Predict the product of the given reaction. (1) Given the reactants Br[CH2:2][C@H:3]([CH3:6])[CH2:4][OH:5].[Cl:7][C:8]1[CH:9]=[C:10]2[C:16]([C:17]3[N:22]=[C:21]([NH:23][CH2:24][C@@H:25]4[CH2:30][CH2:29][CH2:28][NH:27][CH2:26]4)[C:20]([F:31])=[CH:19][N:18]=3)=[CH:15][NH:14][C:11]2=[N:12][CH:13]=1.C([O-])([O-])=O.[K+].[K+], predict the reaction product. The product is: [Cl:7][C:8]1[CH:9]=[C:10]2[C:16]([C:17]3[N:22]=[C:21]([NH:23][CH2:24][C@@H:25]4[CH2:30][CH2:29][CH2:28][N:27]([CH2:2][C@H:3]([CH3:6])[CH2:4][OH:5])[CH2:26]4)[C:20]([F:31])=[CH:19][N:18]=3)=[CH:15][NH:14][C:11]2=[N:12][CH:13]=1. (2) Given the reactants [CH3:1][O:2][C:3](=[O:13])[CH:4]([C:6]1[CH:11]=[CH:10][C:9](Br)=[CH:8][CH:7]=1)[CH3:5].[CH2:14]([O:21][C:22]1[CH:27]=[CH:26][C:25]([NH:28][CH3:29])=[CH:24][CH:23]=1)[C:15]1[CH:20]=[CH:19][CH:18]=[CH:17][CH:16]=1.CC(C1C=C(C(C)C)C(C2C=CC=CC=2P(C2CCCCC2)C2CCCCC2)=C(C(C)C)C=1)C.C([O-])([O-])=O.[Cs+].[Cs+], predict the reaction product. The product is: [CH3:1][O:2][C:3](=[O:13])[CH:4]([C:6]1[CH:11]=[CH:10][C:9]([N:28]([C:25]2[CH:26]=[CH:27][C:22]([O:21][CH2:14][C:15]3[CH:20]=[CH:19][CH:18]=[CH:17][CH:16]=3)=[CH:23][CH:24]=2)[CH3:29])=[CH:8][CH:7]=1)[CH3:5].